This data is from Forward reaction prediction with 1.9M reactions from USPTO patents (1976-2016). The task is: Predict the product of the given reaction. (1) Given the reactants [Cl:1][C:2]1[CH:3]=[CH:4][C:5]([F:11])=[C:6](B(O)O)[CH:7]=1.C(=O)([O-])[O-].[K+].[K+].[NH2:18][C:19]1[O:20][CH2:21][C:22]2([C:36]3[C:31](=[N:32][CH:33]=[C:34]([O:37][CH2:38][C:39](=[O:41])[CH3:40])[CH:35]=3)[O:30][C:29]3[C:24]2=[CH:25][C:26](Br)=[CH:27][CH:28]=3)[N:23]=1.O1CCOCC1, predict the reaction product. The product is: [NH2:18][C:19]1[O:20][CH2:21][C:22]2([C:36]3[C:31](=[N:32][CH:33]=[C:34]([O:37][CH2:38][C:39](=[O:41])[CH3:40])[CH:35]=3)[O:30][C:29]3[C:24]2=[CH:25][C:26]([C:6]2[CH:7]=[C:2]([Cl:1])[CH:3]=[CH:4][C:5]=2[F:11])=[CH:27][CH:28]=3)[N:23]=1. (2) The product is: [CH2:1]([O:3][C:4]([C:6]1[CH:7]=[C:8]2[C:13](=[C:14]([CH2:16][N:25]([CH:22]3[CH2:24][CH2:23]3)[CH:36]([CH3:38])[CH3:37])[CH:15]=1)[O:12][C:11]([CH3:19])([CH3:18])[CH2:10][C:9]2([CH3:21])[CH3:20])=[O:5])[CH3:2]. Given the reactants [CH2:1]([O:3][C:4]([C:6]1[CH:7]=[C:8]2[C:13](=[C:14]([CH:16]=O)[CH:15]=1)[O:12][C:11]([CH3:19])([CH3:18])[CH2:10][C:9]2([CH3:21])[CH3:20])=[O:5])[CH3:2].[CH:22]1([NH2:25])[CH2:24][CH2:23]1.C([BH3-])#N.[Na+].C(=O)([O-])[O-].[K+].[K+].[CH:36](I)([CH3:38])[CH3:37], predict the reaction product. (3) Given the reactants [NH2:1][C:2]1[CH:3]=[C:4]([CH:8]=[C:9]([C:11]([F:14])([F:13])[F:12])[CH:10]=1)C(O)=O.[H-].[H-].[H-].[H-].[Li+].[Al+3].[F-].[Na+].N1C=CN=[CH:24]1.[CH3:28][C:29]([Si:32](Cl)(C)C)([CH3:31])[CH3:30].CCO[C:39]([CH3:41])=[O:40], predict the reaction product. The product is: [C:29]([SiH2:32][O:40][C:39]([CH3:41])([CH3:24])[C:4]1[CH:3]=[C:2]([NH2:1])[CH:10]=[C:9]([C:11]([F:14])([F:12])[F:13])[CH:8]=1)([CH3:31])([CH3:30])[CH3:28]. (4) Given the reactants [CH2:1]([O:3][C:4]([CH:6]=[C:7]1[CH2:12][CH2:11][CH:10]([C:13]([OH:15])=[O:14])[CH2:9][CH2:8]1)=[O:5])[CH3:2].C([O-])=O.[NH4+], predict the reaction product. The product is: [C:4]([CH2:6][C@H:7]1[CH2:12][CH2:11][C@H:10]([C:13]([OH:15])=[O:14])[CH2:9][CH2:8]1)([O:3][CH2:1][CH3:2])=[O:5]. (5) Given the reactants [CH:1]1([NH:4][C:5]([NH:7][C:8]2[CH:13]=[CH:12][C:11]([O:14][C:15]3[CH:20]=[CH:19][N:18]=[C:17]4[CH:21]=[C:22]([C:24]5[CH:29]=[CH:28][C:27]([CH2:30][N:31]6[CH2:36][CH2:35][N:34]([C:37](=[O:40])[CH2:38][OH:39])[CH2:33][CH2:32]6)=[CH:26][N:25]=5)[S:23][C:16]=34)=[C:10]([F:41])[CH:9]=2)=[O:6])[CH2:3][CH2:2]1.[C:42]([NH:49][C@H:50]([C:54](O)=[O:55])[CH:51]([CH3:53])[CH3:52])([O:44][C:45]([CH3:48])([CH3:47])[CH3:46])=[O:43].C1CCC(N=C=NC2CCCCC2)CC1.CO.C(Cl)Cl, predict the reaction product. The product is: [C:45]([O:44][C:42]([NH:49][C@@H:50]([CH:51]([CH3:53])[CH3:52])[C:54]([O:39][CH2:38][C:37]([N:34]1[CH2:33][CH2:32][N:31]([CH2:30][C:27]2[CH:26]=[N:25][C:24]([C:22]3[S:23][C:16]4[C:17](=[N:18][CH:19]=[CH:20][C:15]=4[O:14][C:11]4[CH:12]=[CH:13][C:8]([NH:7][C:5]([NH:4][CH:1]5[CH2:2][CH2:3]5)=[O:6])=[CH:9][C:10]=4[F:41])[CH:21]=3)=[CH:29][CH:28]=2)[CH2:36][CH2:35]1)=[O:40])=[O:55])=[O:43])([CH3:48])([CH3:47])[CH3:46]. (6) The product is: [CH:1]1[C:10]2[C:5](=[CH:6][CH:7]=[CH:8][CH:9]=2)[CH:4]=[CH:3][C:2]=1[C:11]1[CH:16]=[CH:15][N:14]=[C:13]([CH:17]=[O:19])[N:12]=1. Given the reactants [CH:1]1[C:10]2[C:5](=[CH:6][CH:7]=[CH:8][CH:9]=2)[CH:4]=[CH:3][C:2]=1[C:11]1[CH:16]=[CH:15][N:14]=[C:13]([CH:17]=C)[N:12]=1.[O:19]1CCOCC1, predict the reaction product. (7) Given the reactants CCN(C(C)C)C(C)C.[CH3:10][O:11][C:12]1[CH:17]=[C:16]([CH3:18])[C:15]([S:19]([N:22]2[CH2:27][CH2:26][CH2:25][CH2:24][C@H:23]2[CH2:28][O:29][CH2:30][C:31]([OH:33])=O)(=[O:21])=[O:20])=[C:14]([CH3:34])[CH:13]=1.C1C=CC2N(O)N=NC=2C=1.CCN=C=NCCCN(C)C.Cl.Cl.[N:58]1[CH:63]=[CH:62][CH:61]=[C:60]([C:64]2([O:71][CH2:72][CH2:73][N:74]3[CH2:78][CH2:77][CH2:76][CH2:75]3)[CH2:70][CH2:69][CH2:68][NH:67][CH2:66][CH2:65]2)[CH:59]=1, predict the reaction product. The product is: [CH3:10][O:11][C:12]1[CH:17]=[C:16]([CH3:18])[C:15]([S:19]([N:22]2[CH2:27][CH2:26][CH2:25][CH2:24][C@H:23]2[CH2:28][O:29][CH2:30][C:31]([N:67]2[CH2:68][CH2:69][CH2:70][C:64]([C:60]3[CH:59]=[N:58][CH:63]=[CH:62][CH:61]=3)([O:71][CH2:72][CH2:73][N:74]3[CH2:78][CH2:77][CH2:76][CH2:75]3)[CH2:65][CH2:66]2)=[O:33])(=[O:21])=[O:20])=[C:14]([CH3:34])[CH:13]=1.